From a dataset of Reaction yield outcomes from USPTO patents with 853,638 reactions. Predict the reaction yield, written as a fraction of the theoretical maximum amount of product (1.0 means a 100% yield; for example, 0.34 means a 34% yield). (1) The reactants are C(OC(=O)[NH:6][C:7]1[CH:12]=[CH:11][CH:10]=[C:9]([C:13]2[N:14]=[C:15]([CH3:36])[S:16][C:17]=2[C:18]2[CH:23]=[CH:22][N:21]=[C:20]([NH:24][C:25]3[CH:34]=[C:33]4[C:28]([CH2:29][CH2:30][N:31]([CH3:35])[CH2:32]4)=[CH:27][CH:26]=3)[N:19]=2)[CH:8]=1)C=C.C([SnH](CCCC)CCCC)CCC.O. The catalyst is C(Cl)Cl.C1C=CC([P]([Pd]([P](C2C=CC=CC=2)(C2C=CC=CC=2)C2C=CC=CC=2)([P](C2C=CC=CC=2)(C2C=CC=CC=2)C2C=CC=CC=2)[P](C2C=CC=CC=2)(C2C=CC=CC=2)C2C=CC=CC=2)(C2C=CC=CC=2)C2C=CC=CC=2)=CC=1. The product is [NH2:6][C:7]1[CH:8]=[C:9]([C:13]2[N:14]=[C:15]([CH3:36])[S:16][C:17]=2[C:18]2[CH:23]=[CH:22][N:21]=[C:20]([NH:24][C:25]3[CH:34]=[C:33]4[C:28]([CH2:29][CH2:30][N:31]([CH3:35])[CH2:32]4)=[CH:27][CH:26]=3)[N:19]=2)[CH:10]=[CH:11][CH:12]=1. The yield is 0.800. (2) The yield is 0.730. The reactants are [CH2:1]([O:8][C:9]([N:11]1[CH2:15][C:14](=[O:16])[CH2:13][N:12]1[C:17](=[O:26])[CH2:18][C:19]1[CH:24]=[CH:23][C:22]([F:25])=[CH:21][CH:20]=1)=[O:10])[C:2]1[CH:7]=[CH:6][CH:5]=[CH:4][CH:3]=1.CCOCC. The product is [CH2:1]([O:8][C:9]([N:11]1[CH2:15][CH:14]([OH:16])[CH2:13][N:12]1[C:17](=[O:26])[CH2:18][C:19]1[CH:24]=[CH:23][C:22]([F:25])=[CH:21][CH:20]=1)=[O:10])[C:2]1[CH:7]=[CH:6][CH:5]=[CH:4][CH:3]=1. The catalyst is C1COCC1. (3) The reactants are [NH2:1][C:2]1[CH:3]=[C:4]([CH:9]=[CH:10][C:11]=1[NH:12][CH2:13][CH:14]1[CH2:19][CH2:18][O:17][CH2:16][CH2:15]1)[C:5]([O:7][CH3:8])=[O:6].[C:20](Cl)(=[O:25])[C:21]([CH3:24])([CH3:23])[CH3:22]. The catalyst is C(OCC)(=O)C. The product is [CH3:22][C:21]([CH3:24])([CH3:23])[C:20]([NH:1][C:2]1[CH:3]=[C:4]([CH:9]=[CH:10][C:11]=1[NH:12][CH2:13][CH:14]1[CH2:19][CH2:18][O:17][CH2:16][CH2:15]1)[C:5]([O:7][CH3:8])=[O:6])=[O:25]. The yield is 0.710. (4) The reactants are [CH2:1]([O:3][C:4]([C:6]1[S:17][C:9]2[N:10]=[C:11]([S:15][CH3:16])[N:12]=[C:13](Cl)[C:8]=2[CH:7]=1)=[O:5])[CH3:2].[Cl:18][C:19]1[CH:24]=[CH:23][C:22](B(O)O)=[CH:21][CH:20]=1.[O-]P([O-])([O-])=O.[K+].[K+].[K+]. The catalyst is COCCOC. The product is [CH2:1]([O:3][C:4]([C:6]1[S:17][C:9]2[N:10]=[C:11]([S:15][CH3:16])[N:12]=[C:13]([C:22]3[CH:23]=[CH:24][C:19]([Cl:18])=[CH:20][CH:21]=3)[C:8]=2[CH:7]=1)=[O:5])[CH3:2]. The yield is 0.690. (5) The product is [CH2:42]([O:41][C:39](=[O:48])[O:40][C:9]1[N:8]([CH2:1][C:2]2[CH:3]=[CH:4][CH:5]=[CH:6][CH:7]=2)[C:19]2[C:11](=[C:12]([OH:31])[C:13]3[C:14](=[O:30])[N:15]([CH2:22][C:23]4[CH:28]=[CH:27][C:26]([F:29])=[CH:25][CH:24]=4)[C:16](=[O:21])[C:17]=3[CH:18]=2)[N:10]=1)[CH3:43]. The reactants are [CH2:1]([N:8]1[C:19]2[C:11](=[C:12]([OH:31])[C:13]3[C:14](=[O:30])[N:15]([CH2:22][C:23]4[CH:28]=[CH:27][C:26]([F:29])=[CH:25][CH:24]=4)[C:16](=[O:21])[C:17]=3[C:18]=2O)[N:10]=[CH:9]1)[C:2]1[CH:7]=[CH:6][CH:5]=[CH:4][CH:3]=1.N1C=CC=CC=1.Cl[C:39]([O:41][CH2:42][CH3:43])=[O:40].CN(C=[O:48])C. No catalyst specified. The yield is 0.130. (6) The reactants are C(O[C:5](=[O:7])[CH3:6])(=O)C.[CH3:8][N:9]1[C:13](N)=[CH:12][C:11]([CH3:15])=[N:10]1.P(Cl)(Cl)([Cl:18])=O.C[N:22]([CH:24]=O)[CH3:23]. No catalyst specified. The product is [Cl:18][C:24]1[N:22]=[C:23]2[N:9]([CH3:8])[N:10]=[C:11]([CH3:15])[C:12]2=[CH:13][C:6]=1[CH:5]=[O:7]. The yield is 0.440.